From a dataset of Catalyst prediction with 721,799 reactions and 888 catalyst types from USPTO. Predict which catalyst facilitates the given reaction. (1) Reactant: [C:1]1([C:7]2[CH:8]=[N:9][N:10](C(C3C=CC=CC=3)(C3C=CC=CC=3)C3C=CC=CC=3)[CH:11]=2)[CH:6]=[CH:5][CH:4]=[CH:3][CH:2]=1.[ClH:31]. Product: [ClH:31].[C:1]1([C:7]2[CH:8]=[N:9][NH:10][CH:11]=2)[CH:2]=[CH:3][CH:4]=[CH:5][CH:6]=1. The catalyst class is: 28. (2) Reactant: [OH:1][CH:2]([CH2:6][CH2:7][CH:8]=[CH2:9])[C:3]([OH:5])=[O:4].[C:10]1(C)[CH:15]=[CH:14][CH:13]=[CH:12][CH:11]=1.C1(C)C=CC(S(O)(=O)=[O:24])=CC=1. Product: [CH2:6]([CH:2]1[O:1][C:15](=[O:24])[CH:14]([CH2:13][CH2:12][CH:11]=[CH2:10])[O:4][C:3]1=[O:5])[CH2:7][CH:8]=[CH2:9]. The catalyst class is: 6. (3) Reactant: [CH2:1]([O:8][C:9]1[CH:10]=[C:11]2[C:16](=[CH:17][CH:18]=1)[C:15](=[O:19])[N:14]([CH2:20][CH:21]1[CH2:23][CH2:22]1)[C:13]([CH2:24][N:25]1C(=O)C3C(=CC=CC=3)[C:26]1=[O:35])=[C:12]2[O:36][CH2:37][CH2:38][CH2:39][CH3:40])[C:2]1[CH:7]=[CH:6][CH:5]=[CH:4][CH:3]=1.O.NN.C(=O)([O-])O.[Na+].C(OC([O:51][C:52]([CH3:55])([CH3:54])[CH3:53])=O)([O:51][C:52]([CH3:55])([CH3:54])[CH3:53])=O. Product: [CH2:1]([O:8][C:9]1[CH:10]=[C:11]2[C:16](=[CH:17][CH:18]=1)[C:15](=[O:19])[N:14]([CH2:20][CH:21]1[CH2:22][CH2:23]1)[C:13]([CH2:24][NH:25][C:26](=[O:35])[O:51][C:52]([CH3:55])([CH3:54])[CH3:53])=[C:12]2[O:36][CH2:37][CH2:38][CH2:39][CH3:40])[C:2]1[CH:3]=[CH:4][CH:5]=[CH:6][CH:7]=1. The catalyst class is: 40. (4) Reactant: [NH2:1][C@H:2]1[C:11]2[C:6](=[CH:7][CH:8]=[CH:9][CH:10]=2)[N:5]([C:12](=[O:14])[CH3:13])[C@@H:4]([CH3:15])[C@@H:3]1[CH3:16].Cl[C:18]1[C:23]([CH3:24])=[CH:22][CH:21]=[CH:20][N:19]=1.CC(C)([O-])C.[Na+].CN(C1C(C2C(P(C3CCCCC3)C3CCCCC3)=CC=CC=2)=CC=CC=1)C. Product: [CH3:15][C@H:4]1[C@H:3]([CH3:16])[C@@H:2]([NH:1][C:18]2[C:23]([CH3:24])=[CH:22][CH:21]=[CH:20][N:19]=2)[C:11]2[C:6](=[CH:7][CH:8]=[CH:9][CH:10]=2)[N:5]1[C:12](=[O:14])[CH3:13]. The catalyst class is: 102. (5) Reactant: [CH:1]([C:4]1[CH:9]=[CH:8][C:7]([CH:10]2[C:14]3[C:15]([CH3:30])=[C:16]([NH:21][C:22](=[O:29])OCC(Cl)(Cl)Cl)[C:17]([CH3:20])=[C:18]([CH3:19])[C:13]=3[O:12][CH2:11]2)=[CH:6][CH:5]=1)([CH3:3])[CH3:2].[CH3:31][N:32]([CH3:36])[CH2:33][CH2:34][NH2:35]. Product: [CH3:31][N:32]([CH3:36])[CH2:33][CH2:34][NH:35][C:22]([NH:21][C:16]1[C:17]([CH3:20])=[C:18]([CH3:19])[C:13]2[O:12][CH2:11][CH:10]([C:7]3[CH:6]=[CH:5][C:4]([CH:1]([CH3:2])[CH3:3])=[CH:9][CH:8]=3)[C:14]=2[C:15]=1[CH3:30])=[O:29]. The catalyst class is: 195. (6) Reactant: C(OC(=O)[NH:7][C:8]1[CH:13]=[C:12](C=C)[C:11]([C:16](F)(F)F)=[CH:10][C:9]=1[NH:20][C:21](=[O:38])[CH2:22][C:23]([C:25]1[CH:30]=[CH:29][CH:28]=[C:27]([C:31]2[CH:36]=[CH:35][N:34]=[C:33]([CH3:37])[CH:32]=2)[CH:26]=1)=O)(C)(C)C.[C:40](O)([C:42]([F:45])([F:44])[F:43])=O. Product: [CH3:37][C:33]1[CH:32]=[C:31]([C:27]2[CH:26]=[C:25]([C:23]3[CH2:22][C:21](=[O:38])[NH:20][C:9]4[CH:10]=[C:40]([C:42]([F:45])([F:44])[F:43])[C:12]([CH:11]=[CH2:16])=[CH:13][C:8]=4[N:7]=3)[CH:30]=[CH:29][CH:28]=2)[CH:36]=[CH:35][N:34]=1. The catalyst class is: 2. (7) Reactant: [Cl:1][C:2]1[CH:8]=[C:7]([O:9][C:10]2[C:19]3[C:14](=[CH:15][C:16]([O:22][CH3:23])=[C:17]([O:20][CH3:21])[CH:18]=3)[N:13]=[CH:12][N:11]=2)[CH:6]=[CH:5][C:3]=1[NH2:4].C(N(CC)CC)C.ClC(Cl)(O[C:35](=[O:41])OC(Cl)(Cl)Cl)Cl.[CH:43]([N:46]([CH:50]([CH3:52])[CH3:51])[CH2:47][CH2:48][NH2:49])([CH3:45])[CH3:44]. Product: [Cl:1][C:2]1[CH:8]=[C:7]([O:9][C:10]2[C:19]3[C:14](=[CH:15][C:16]([O:22][CH3:23])=[C:17]([O:20][CH3:21])[CH:18]=3)[N:13]=[CH:12][N:11]=2)[CH:6]=[CH:5][C:3]=1[NH:4][C:35]([NH:49][CH2:48][CH2:47][N:46]([CH:50]([CH3:52])[CH3:51])[CH:43]([CH3:45])[CH3:44])=[O:41]. The catalyst class is: 146.